This data is from Catalyst prediction with 721,799 reactions and 888 catalyst types from USPTO. The task is: Predict which catalyst facilitates the given reaction. (1) Reactant: [CH2:1]([O:5][CH2:6][CH2:7][O:8][C:9]1[CH:14]=[CH:13][C:12]([C:15]2[CH:16]=[CH:17][C:18]3[N:25]([CH2:26][CH2:27][CH3:28])[CH2:24][CH2:23][CH2:22][C:21]([C:29]([NH:31][C:32]4[CH:37]=[CH:36][C:35]([S:38]([CH2:40][C:41]5[N:45]([CH2:46][CH2:47][CH3:48])[CH:44]=[N:43][CH:42]=5)=[O:39])=[CH:34][CH:33]=4)=[O:30])=[CH:20][C:19]=3[CH:49]=2)=[CH:11][CH:10]=1)[CH2:2][CH2:3]C.[CH3:50][S:51]([OH:54])(=[O:53])=[O:52]. Product: [CH2:1]([O:5][CH2:6][CH2:7][O:8][C:9]1[CH:10]=[CH:11][C:12]([C:15]2[CH:16]=[CH:17][C:18]3[N:25]([CH2:26][CH2:27][CH3:28])[CH2:24][CH2:23][CH2:22][C:21]([C:29]([NH:31][C:32]4[CH:37]=[CH:36][C:35]([S@:38]([CH2:40][C:41]5[N:45]([CH2:46][CH2:47][CH3:48])[CH:44]=[N:43][CH:42]=5)=[O:39])=[CH:34][CH:33]=4)=[O:30])=[CH:20][C:19]=3[CH:49]=2)=[CH:13][CH:14]=1)[CH2:2][CH3:3].[CH3:50][S:51]([O-:54])(=[O:53])=[O:52]. The catalyst class is: 13. (2) Reactant: [H-].[Na+].[C:3]([O:9][CH2:10][CH3:11])(=[O:8])[CH2:4][C:5]([CH3:7])=[O:6].C([Li])CCC.[CH:17]1([C:20]2[C:29]([CH:30]=[CH:31][C:32](N(OC)C)=[O:33])=[C:28]([C:38]3[CH:43]=[CH:42][C:41]([F:44])=[CH:40][CH:39]=3)[C:27]3[C:22](=[CH:23][CH:24]=[CH:25][CH:26]=3)[N:21]=2)[CH2:19][CH2:18]1.C(O)(=O)C.[Na+].[Cl-]. Product: [CH2:10]([O:9][C:3](=[O:8])[CH2:4][C:5](=[O:6])[CH2:7][C:32](=[O:33])/[CH:31]=[CH:30]/[C:29]1[C:20]([CH:17]2[CH2:18][CH2:19]2)=[N:21][C:22]2[C:27]([C:28]=1[C:38]1[CH:39]=[CH:40][C:41]([F:44])=[CH:42][CH:43]=1)=[CH:26][CH:25]=[CH:24][CH:23]=2)[CH3:11]. The catalyst class is: 30. (3) Reactant: [F:1][C:2]1[CH:3]=[C:4]([CH:16]2[CH2:18][CH:17]2[C:19]([OH:21])=O)[CH:5]=[C:6]([F:15])[C:7]=1[C:8]([CH3:14])([CH3:13])[C:9]([F:12])([F:11])[F:10].F[P-](F)(F)(F)(F)F.C[N+](C)=C(N(C)C)ON1C2C=CC=CC=2N=N1.C(N(CC)CC)C.Cl.Cl.[NH2:55][CH2:56][C:57]([C:59]1[N:60]([CH2:64][CH3:65])[CH:61]=[CH:62][N:63]=1)=[O:58]. Product: [F:1][C:2]1[CH:3]=[C:4]([CH:16]2[CH2:18][CH:17]2[C:19]([NH:55][CH2:56][C:57]([C:59]2[N:60]([CH2:64][CH3:65])[CH:61]=[CH:62][N:63]=2)=[O:58])=[O:21])[CH:5]=[C:6]([F:15])[C:7]=1[C:8]([CH3:13])([CH3:14])[C:9]([F:11])([F:10])[F:12]. The catalyst class is: 9. (4) Product: [CH2:19]([N:15]1[C:16]2[C:11](=[C:10]([OH:36])[C:9]([C:7]([NH:6][CH2:5][CH2:4][C:3]([OH:37])=[O:2])=[O:8])=[N:18][CH:17]=2)[CH:12]=[C:13]([C:27]2[CH:32]=[N:31][C:30]([N:33]([CH3:35])[CH3:34])=[N:29][CH:28]=2)[C:14]1=[O:26])[C:20]1[CH:21]=[CH:22][CH:23]=[CH:24][CH:25]=1. Reactant: C[O:2][C:3](=[O:37])[CH2:4][CH2:5][NH:6][C:7]([C:9]1[C:10]([OH:36])=[C:11]2[C:16](=[CH:17][N:18]=1)[N:15]([CH2:19][C:20]1[CH:25]=[CH:24][CH:23]=[CH:22][CH:21]=1)[C:14](=[O:26])[C:13]([C:27]1[CH:28]=[N:29][C:30]([N:33]([CH3:35])[CH3:34])=[N:31][CH:32]=1)=[CH:12]2)=[O:8].[OH-].[Na+].C1COCC1. The catalyst class is: 5. (5) Reactant: [NH2:1][C:2]12[CH2:10][CH2:9][CH:6]([CH2:7][CH2:8]1)[CH2:5][N:4]1[C:11](=[O:36])[C:12]([O:28]CC3C=CC=CC=3)=[C:13]([C:15]3[S:16][C:17]([CH2:20][C:21]4[CH:26]=[CH:25][C:24]([F:27])=[CH:23][CH:22]=4)=[CH:18][N:19]=3)[N:14]=[C:3]21.[CH3:37][N:38]([CH3:44])[C:39](=[O:43])[C:40](O)=[O:41].CN(C(ON1N=NC2C=CC=NC1=2)=[N+](C)C)C.F[P-](F)(F)(F)(F)F. Product: [F:27][C:24]1[CH:23]=[CH:22][C:21]([CH2:20][C:17]2[S:16][C:15]([C:13]3[N:14]=[C:3]4[C:2]5([NH:1][C:40](=[O:41])[C:39]([N:38]([CH3:44])[CH3:37])=[O:43])[CH2:8][CH2:7][CH:6]([CH2:9][CH2:10]5)[CH2:5][N:4]4[C:11](=[O:36])[C:12]=3[OH:28])=[N:19][CH:18]=2)=[CH:26][CH:25]=1. The catalyst class is: 239. (6) Reactant: [Cl:1][C:2]1[CH:3]=[C:4]([O:31][CH2:32][C:33]2[C:38]([F:39])=[CH:37][CH:36]=[CH:35][C:34]=2[F:40])[C:5]2[N:6]([C:8]([C:12]([NH:14][CH:15]3[C:23]4[C:18](=[CH:19][CH:20]=[CH:21][CH:22]=4)[N:17](C(OC(C)(C)C)=O)[CH2:16]3)=[O:13])=[C:9]([CH3:11])[N:10]=2)[CH:7]=1.Cl. Product: [Cl:1][C:2]1[CH:3]=[C:4]([O:31][CH2:32][C:33]2[C:34]([F:40])=[CH:35][CH:36]=[CH:37][C:38]=2[F:39])[C:5]2[N:6]([C:8]([C:12]([NH:14][CH:15]3[C:23]4[C:18](=[CH:19][CH:20]=[CH:21][CH:22]=4)[NH:17][CH2:16]3)=[O:13])=[C:9]([CH3:11])[N:10]=2)[CH:7]=1. The catalyst class is: 27. (7) Reactant: [CH:1]1[CH:6]=[C:5]([CH2:7][C:8]2C(O)=CC=CC=2)[C:4]([OH:15])=[CH:3][CH:2]=1.[NH2:16]C1C=CC=CC=1.C=O. Product: [O:15]1[C:4]2[CH:3]=[CH:2][CH:1]=[CH:6][C:5]=2[CH:7]=[CH:8][NH:16]1. The catalyst class is: 359. (8) Reactant: [CH3:1][C:2]1[CH:3]=[CH:4][CH:5]=[C:6]2[C:11]=1[N+:10]([O-])=[CH:9][CH:8]=[CH:7]2.P(Cl)(Cl)([Cl:15])=O. Product: [Cl:15][C:9]1[CH:8]=[CH:7][C:6]2[C:11](=[C:2]([CH3:1])[CH:3]=[CH:4][CH:5]=2)[N:10]=1. The catalyst class is: 11. (9) Product: [NH:1]1[C:5](=[O:6])[CH2:4][CH2:3][C@H:2]1[C:7]([NH:9][C@H:10]([C:36]([OH:38])=[O:37])[CH2:11][C:12]1[N:16]=[CH:15][N:14]([C:17]([C:30]2[CH:35]=[CH:34][CH:33]=[CH:32][CH:31]=2)([C:18]2[CH:19]=[CH:20][CH:21]=[CH:22][CH:23]=2)[C:24]2[CH:29]=[CH:28][CH:27]=[CH:26][CH:25]=2)[CH:13]=1)=[O:8]. The catalyst class is: 40. Reactant: [NH:1]1[C:5](=[O:6])[CH2:4][CH2:3][C@H:2]1[C:7]([NH:9][C@H:10]([C:36]([O:38]C)=[O:37])[CH2:11][C:12]1[N:16]=[CH:15][N:14]([C:17]([C:30]2[CH:35]=[CH:34][CH:33]=[CH:32][CH:31]=2)([C:24]2[CH:29]=[CH:28][CH:27]=[CH:26][CH:25]=2)[C:18]2[CH:23]=[CH:22][CH:21]=[CH:20][CH:19]=2)[CH:13]=1)=[O:8].[OH-].[Na+].